From a dataset of Forward reaction prediction with 1.9M reactions from USPTO patents (1976-2016). Predict the product of the given reaction. (1) Given the reactants [OH:1][C@@H:2]1[CH2:7][CH2:6][CH2:5][CH2:4][C@H:3]1[O:8][C:9]1[C:14]2[C:15](=[O:24])[N:16]([CH2:18][C:19]3[S:20][CH:21]=[CH:22][CH:23]=3)[CH2:17][C:13]=2[CH:12]=[CH:11][N:10]=1.[Cl:25]N1C(=O)CCC1=O, predict the reaction product. The product is: [Cl:25][C:21]1[S:20][C:19]([CH2:18][N:16]2[CH2:17][C:13]3[CH:12]=[CH:11][N:10]=[C:9]([O:8][C@@H:3]4[CH2:4][CH2:5][CH2:6][CH2:7][C@H:2]4[OH:1])[C:14]=3[C:15]2=[O:24])=[CH:23][CH:22]=1. (2) Given the reactants Cl.[Br:2][C:3]1[CH:8]=[CH:7][C:6]([N:9]2[CH2:14][CH2:13][NH:12][CH2:11][CH2:10]2)=[CH:5][CH:4]=1.C(N(CC)CC)C.[C:22](O[C:22]([O:24][C:25]([CH3:28])([CH3:27])[CH3:26])=[O:23])([O:24][C:25]([CH3:28])([CH3:27])[CH3:26])=[O:23], predict the reaction product. The product is: [Br:2][C:3]1[CH:4]=[CH:5][C:6]([N:9]2[CH2:14][CH2:13][N:12]([C:22]([O:24][C:25]([CH3:28])([CH3:27])[CH3:26])=[O:23])[CH2:11][CH2:10]2)=[CH:7][CH:8]=1. (3) Given the reactants [NH:1]1[CH2:5][CH2:4][CH2:3][CH2:2]1.[C:6]([C:8]1[CH:9]=[C:10]2[C:15](=[CH:16][C:17]=1[O:18][CH2:19][CH:20]1[CH2:22][O:21]1)[N:14]=[CH:13][CH:12]=[C:11]2[O:23][C:24]1[CH:29]=[CH:28][C:27]([NH:30][C:31]([NH:33][C:34]2[CH:39]=[CH:38][C:37]([F:40])=[CH:36][CH:35]=2)=[O:32])=[C:26]([F:41])[CH:25]=1)#[N:7], predict the reaction product. The product is: [C:6]([C:8]1[CH:9]=[C:10]2[C:15](=[CH:16][C:17]=1[O:18][CH2:19][CH:20]([OH:21])[CH2:22][N:1]1[CH2:5][CH2:4][CH2:3][CH2:2]1)[N:14]=[CH:13][CH:12]=[C:11]2[O:23][C:24]1[CH:29]=[CH:28][C:27]([NH:30][C:31]([NH:33][C:34]2[CH:35]=[CH:36][C:37]([F:40])=[CH:38][CH:39]=2)=[O:32])=[C:26]([F:41])[CH:25]=1)#[N:7]. (4) The product is: [O:28]1[CH2:49][CH2:48][N:47]=[C:26]1/[CH:25]=[CH:24]/[C:23]1[C:19]([O:18][CH2:17][C:16]2[CH:35]=[CH:36][C:13]([O:12][CH2:11][C:9]3[N:10]=[C:6]([C:2]4[O:1][CH:5]=[CH:4][CH:3]=4)[O:7][C:8]=3[CH3:39])=[C:14]([O:37][CH3:38])[CH:15]=2)=[N:20][N:21]([C:29]2[CH:30]=[CH:31][CH:32]=[CH:33][CH:34]=2)[CH:22]=1. Given the reactants [O:1]1[CH:5]=[CH:4][CH:3]=[C:2]1[C:6]1[O:7][C:8]([CH3:39])=[C:9]([CH2:11][O:12][C:13]2[CH:36]=[CH:35][C:16]([CH2:17][O:18][C:19]3[C:23]([CH:24]=[CH:25][C:26]([OH:28])=O)=[CH:22][N:21]([C:29]4[CH:34]=[CH:33][CH:32]=[CH:31][CH:30]=4)[N:20]=3)=[CH:15][C:14]=2[O:37][CH3:38])[N:10]=1.C(Cl)(=O)OCC.Cl.[NH2:47][CH2:48][CH2:49]Cl, predict the reaction product. (5) Given the reactants [CH3:1][C:2]1[C:11]2[O:10][CH2:9][C:8](=[O:12])[NH:7][C:6]=2[CH:5]=[C:4](B2OC(C)(C)C(C)(C)O2)[CH:3]=1.[F:22][C:23]1[CH:28]=[CH:27][C:26]([CH:29]=[C:30](I)[CH:31]=[O:32])=[CH:25][CH:24]=1.C(=O)([O-])[O-].[Cs+].[Cs+], predict the reaction product. The product is: [F:22][C:23]1[CH:24]=[CH:25][C:26]([CH:29]=[C:30]([C:4]2[CH:3]=[C:2]([CH3:1])[C:11]3[O:10][CH2:9][C:8](=[O:12])[NH:7][C:6]=3[CH:5]=2)[CH:31]=[O:32])=[CH:27][CH:28]=1. (6) Given the reactants [Cl:1][C:2]1[CH:3]=[C:4]([C:8]2[CH:13]=[CH:12][C:11]([CH2:14][C@@H:15]([NH:22][C:23]([C:25]3[O:29][C:28]([O:30]C)=[N:27][CH:26]=3)=[O:24])[CH2:16][C:17]([O:19][CH2:20][CH3:21])=[O:18])=[CH:10][CH:9]=2)[CH:5]=[CH:6][CH:7]=1.Cl, predict the reaction product. The product is: [Cl:1][C:2]1[CH:3]=[C:4]([C:8]2[CH:9]=[CH:10][C:11]([CH2:14][C@@H:15]([NH:22][C:23]([C:25]3[O:29][C:28](=[O:30])[NH:27][CH:26]=3)=[O:24])[CH2:16][C:17]([O:19][CH2:20][CH3:21])=[O:18])=[CH:12][CH:13]=2)[CH:5]=[CH:6][CH:7]=1. (7) Given the reactants [Cl:1][C:2]1[N:10]=[C:9]2[C:5]([N:6]=[CH:7][N:8]2[CH2:11][CH3:12])=[C:4](Cl)[N:3]=1.[NH:14]1[CH2:19][CH2:18][O:17][CH2:16][CH2:15]1, predict the reaction product. The product is: [Cl:1][C:2]1[N:10]=[C:9]2[C:5]([N:6]=[CH:7][N:8]2[CH2:11][CH3:12])=[C:4]([N:14]2[CH2:19][CH2:18][O:17][CH2:16][CH2:15]2)[N:3]=1. (8) Given the reactants [Cl:1][C:2]1[CH:3]=[CH:4][C:5]([NH:8][C:9](=[O:32])[C:10]2[CH:15]=[CH:14][CH:13]=[CH:12][C:11]=2[NH:16][CH2:17][CH:18]2[CH2:23][CH2:22][N:21]([C:24]3[CH:29]=[CH:28][N:27]=[C:26]([C:30]#[N:31])[CH:25]=3)[CH2:20][CH2:19]2)=[N:6][CH:7]=1.CO.N.[SH2:36], predict the reaction product. The product is: [Cl:1][C:2]1[CH:3]=[CH:4][C:5]([NH:8][C:9](=[O:32])[C:10]2[CH:15]=[CH:14][CH:13]=[CH:12][C:11]=2[NH:16][CH2:17][CH:18]2[CH2:23][CH2:22][N:21]([C:24]3[CH:29]=[CH:28][N:27]=[C:26]([C:30](=[S:36])[NH2:31])[CH:25]=3)[CH2:20][CH2:19]2)=[N:6][CH:7]=1. (9) Given the reactants [H-].[Na+].[C:3]1([CH2:9][CH2:10][N:11]2[C:15]([C:16]3[CH:21]=[CH:20][N:19]=[CH:18][CH:17]=3)=[C:14]([C:22](OCC)=[O:23])[CH:13]=[N:12]2)[CH:8]=[CH:7][CH:6]=[CH:5][CH:4]=1.[F:27][C:28]1[CH:33]=[CH:32][C:31]([F:34])=[CH:30][C:29]=1[C:35](=[N:37]O)[NH2:36].O, predict the reaction product. The product is: [F:27][C:28]1[CH:33]=[CH:32][C:31]([F:34])=[CH:30][C:29]=1[C:35]1[N:37]=[C:22]([C:14]2[CH:13]=[N:12][N:11]([CH2:10][CH2:9][C:3]3[CH:4]=[CH:5][CH:6]=[CH:7][CH:8]=3)[C:15]=2[C:16]2[CH:21]=[CH:20][N:19]=[CH:18][CH:17]=2)[O:23][N:36]=1. (10) Given the reactants [F:1][C:2]([F:6])([F:5])[CH2:3][OH:4].[H-].[Na+].CS([C:12]1[N:13]([C:23]2[CH:28]=[CH:27][C:26]([O:29][CH2:30][C:31]([F:34])([F:33])[F:32])=[CH:25][CH:24]=2)[C:14](=[O:22])[C:15]2[CH2:20][C:19](=[O:21])[NH:18][C:16]=2[N:17]=1)=O, predict the reaction product. The product is: [F:1][C:2]([F:6])([F:5])[CH2:3][O:4][C:12]1[N:13]([C:23]2[CH:24]=[CH:25][C:26]([O:29][CH2:30][C:31]([F:33])([F:32])[F:34])=[CH:27][CH:28]=2)[C:14](=[O:22])[C:15]2[CH2:20][C:19](=[O:21])[NH:18][C:16]=2[N:17]=1.